This data is from Reaction yield outcomes from USPTO patents with 853,638 reactions. The task is: Predict the reaction yield, written as a fraction of the theoretical maximum amount of product (1.0 means a 100% yield; for example, 0.34 means a 34% yield). (1) The reactants are [Cl:1][C:2]1[CH:3]=[C:4]([NH:17][C:18]2[C:19]3[C:26]4[CH:27]=[CH:28][C:29]([CH2:31][CH2:32][C:33](O)=[O:34])=[CH:30][C:25]=4[S:24][C:20]=3[N:21]=[CH:22][N:23]=2)[CH:5]=[CH:6][C:7]=1[O:8][CH2:9][C:10]1[CH:15]=[CH:14][CH:13]=[C:12]([F:16])[CH:11]=1.[CH3:36][N:37]1[CH2:42][CH2:41][NH:40][CH2:39][CH2:38]1.CN1CCOCC1.ON1C2C=CC=CC=2N=N1. The catalyst is CN(C=O)C.CCOC(C)=O.O. The product is [Cl:1][C:2]1[CH:3]=[C:4]([NH:17][C:18]2[C:19]3[C:26]4[CH:27]=[CH:28][C:29]([CH2:31][CH2:32][C:33]([N:40]5[CH2:41][CH2:42][N:37]([CH3:36])[CH2:38][CH2:39]5)=[O:34])=[CH:30][C:25]=4[S:24][C:20]=3[N:21]=[CH:22][N:23]=2)[CH:5]=[CH:6][C:7]=1[O:8][CH2:9][C:10]1[CH:15]=[CH:14][CH:13]=[C:12]([F:16])[CH:11]=1. The yield is 0.640. (2) The reactants are [F:1][C:2]1[CH:7]=[CH:6][C:5]([N:8]2[C:16]3[CH:15]([CH3:17])[CH2:14][N:13](CC(C4C=CC(OC)=CC=4)(O)C)[CH:12]([CH3:30])[C:11]=3[N:10]=[N:9]2)=[CH:4][CH:3]=1. The yield is 0.920. The catalyst is Cl.O1CCOCC1. The product is [F:1][C:2]1[CH:3]=[CH:4][C:5]([N:8]2[C:16]3[CH:15]([CH3:17])[CH2:14][NH:13][CH:12]([CH3:30])[C:11]=3[N:10]=[N:9]2)=[CH:6][CH:7]=1. (3) The yield is 0.240. The reactants are [CH2:1]([O:8][C:9]1[CH:10]=[C:11]([C:15]2[CH:16]=[C:17]([CH:25]3[CH2:30][CH2:29][NH:28][CH2:27][CH2:26]3)[N:18]3[C:23]=2[C:22]([NH2:24])=[N:21][CH:20]=[N:19]3)[CH:12]=[CH:13][CH:14]=1)[C:2]1[CH:7]=[CH:6][CH:5]=[CH:4][CH:3]=1.[CH3:31][N:32]([CH3:37])[CH2:33][C:34](O)=[O:35]. No catalyst specified. The product is [CH2:1]([O:8][C:9]1[CH:10]=[C:11]([C:15]2[CH:16]=[C:17]([CH:25]3[CH2:30][CH2:29][N:28]([C:34](=[O:35])[CH2:33][N:32]([CH3:37])[CH3:31])[CH2:27][CH2:26]3)[N:18]3[C:23]=2[C:22]([NH2:24])=[N:21][CH:20]=[N:19]3)[CH:12]=[CH:13][CH:14]=1)[C:2]1[CH:3]=[CH:4][CH:5]=[CH:6][CH:7]=1. (4) The reactants are Cl[C:2]1[CH:7]=[C:6]([O:8][CH3:9])[N:5]=[CH:4][N:3]=1.[Cl:10][C:11]1[CH:12]=[C:13](B2OC(C)(C)C(C)(C)O2)[C:14]2[N:18]=[CH:17][NH:16][C:15]=2[CH:19]=1.C([O-])([O-])=O.[Na+].[Na+]. The catalyst is COCCOC.CCO.O. The product is [Cl:10][C:11]1[CH:12]=[C:13]([C:2]2[CH:7]=[C:6]([O:8][CH3:9])[N:5]=[CH:4][N:3]=2)[C:14]2[N:18]=[CH:17][NH:16][C:15]=2[CH:19]=1. The yield is 0.220. (5) The reactants are [C:1]([O:5][C:6](=[O:27])[CH2:7][CH2:8][C:9]1[CH:14]=[CH:13][C:12]([OH:15])=[CH:11][C:10]=1[CH2:16][NH:17][C:18]([C:20]1[CH:24]=[C:23]([Cl:25])[S:22][C:21]=1[Cl:26])=[O:19])([CH3:4])([CH3:3])[CH3:2].[C:28]1([C:53]2[CH:58]=[CH:57][CH:56]=[CH:55][CH:54]=2)[CH:33]=[CH:32][C:31]([C:34]2[O:35][C:36]([CH3:52])=[C:37]([CH2:39][CH2:40]OS(C3C=CC(C)=CC=3)(=O)=O)[N:38]=2)=[CH:30][CH:29]=1. No catalyst specified. The product is [C:1]([O:5][C:6](=[O:27])[CH2:7][CH2:8][C:9]1[CH:14]=[CH:13][C:12]([O:15][CH2:40][CH2:39][C:37]2[N:38]=[C:34]([C:31]3[CH:32]=[CH:33][C:28]([C:53]4[CH:58]=[CH:57][CH:56]=[CH:55][CH:54]=4)=[CH:29][CH:30]=3)[O:35][C:36]=2[CH3:52])=[CH:11][C:10]=1[CH2:16][NH:17][C:18]([C:20]1[CH:24]=[C:23]([Cl:25])[S:22][C:21]=1[Cl:26])=[O:19])([CH3:4])([CH3:2])[CH3:3]. The yield is 0.820. (6) The reactants are [Cl:1][C:2]1[CH:3]=[CH:4][C:5]([O:26][CH2:27][CH:28]([CH3:30])[CH3:29])=[C:6]([CH2:8][N:9]2[C:13]([CH3:14])=[CH:12][C:11]([C:15]([NH:17][C:18]3[CH:23]=[CH:22][C:21]([CH:24]=O)=[CH:20][CH:19]=3)=[O:16])=[N:10]2)[CH:7]=1.[NH:31]1[CH2:35][CH2:34][C@@H:33]([OH:36])[CH2:32]1.C(O[BH-](OC(=O)C)OC(=O)C)(=O)C.[Na+].C(OCC)(=O)C. The catalyst is O1CCCC1.[Cl-].[Na+].O. The product is [ClH:1].[Cl:1][C:2]1[CH:3]=[CH:4][C:5]([O:26][CH2:27][CH:28]([CH3:30])[CH3:29])=[C:6]([CH2:8][N:9]2[C:13]([CH3:14])=[CH:12][C:11]([C:15]([NH:17][C:18]3[CH:19]=[CH:20][C:21]([CH2:24][N:31]4[CH2:35][CH2:34][C@@H:33]([OH:36])[CH2:32]4)=[CH:22][CH:23]=3)=[O:16])=[N:10]2)[CH:7]=1. The yield is 0.400. (7) The reactants are [C:1]1([C@H:7]2[C:11]([CH2:12][OH:13])=[CH:10][CH2:9][N:8]2[S:14]([C:17]2[CH:22]=[CH:21][C:20]([CH3:23])=[CH:19][CH:18]=2)(=[O:16])=[O:15])[CH:6]=[CH:5][CH:4]=[CH:3][CH:2]=1.[CH2:24]([Zn]CC)C.II.ClCI. The catalyst is [Cl-].[NH4+].C([Zn]CC)C.C(Cl)Cl. The product is [C:1]1([CH:7]2[N:8]([S:14]([C:17]3[CH:18]=[CH:19][C:20]([CH3:23])=[CH:21][CH:22]=3)(=[O:16])=[O:15])[CH2:9][CH:10]3[C:11]2([CH2:12][OH:13])[CH2:24]3)[CH:2]=[CH:3][CH:4]=[CH:5][CH:6]=1. The yield is 0.980. (8) The reactants are C1(S([N:10]2[C:14]3=[CH:15][N:16]=[CH:17][CH:18]=[C:13]3[CH:12]=[C:11]2[CH:19]([C:21]2[CH:26]=[CH:25][N:24]=[CH:23][CH:22]=2)[OH:20])(=O)=O)C=CC=CC=1.[OH-].[Na+]. The catalyst is C(O)C. The product is [N:24]1[CH:25]=[CH:26][C:21]([C:19]([C:11]2[NH:10][C:14]3=[CH:15][N:16]=[CH:17][CH:18]=[C:13]3[CH:12]=2)=[O:20])=[CH:22][CH:23]=1. The yield is 0.650.